Dataset: Full USPTO retrosynthesis dataset with 1.9M reactions from patents (1976-2016). Task: Predict the reactants needed to synthesize the given product. Given the product [F:1][C:2]1[CH:3]=[C:4]([CH:9]=[CH:10][C:11]=1[O:12][CH3:13])[C:5]([OH:7])=[O:6], predict the reactants needed to synthesize it. The reactants are: [F:1][C:2]1[CH:3]=[C:4]([CH:9]=[CH:10][C:11]=1[O:12][CH3:13])[C:5]([O:7]C)=[O:6].